From a dataset of Full USPTO retrosynthesis dataset with 1.9M reactions from patents (1976-2016). Predict the reactants needed to synthesize the given product. Given the product [OH-:8].[NH4+:12].[CH:66]([NH:69][C:70](=[O:71])[O:61][C:57]1[CH:58]=[CH:59][C:60]2[C:51]3[N:50]([CH2:63][CH2:64][CH3:65])[C:49]([CH2:48][CH2:47][O:46][CH3:45])=[N:62][C:52]=3[CH:53]=[N:54][C:55]=2[CH:56]=1)([CH3:68])[CH3:67], predict the reactants needed to synthesize it. The reactants are: C([O:8]C1C=C(C=CC=1)[NH2:12])C1C=CC=CC=1.C(OC1C=CC(N)=CC=1)C1C=CC=CC=1.COCCC(Cl)=O.C(OCC(Cl)=O)C.[CH3:45][O:46][CH2:47][CH2:48][C:49]1[N:50]([CH2:63][CH2:64][CH3:65])[C:51]2[C:60]3[CH:59]=[CH:58][C:57]([OH:61])=[CH:56][C:55]=3[N:54]=[CH:53][C:52]=2[N:62]=1.[CH:66]([N:69]=[C:70]=[O:71])([CH3:68])[CH3:67].